From a dataset of Reaction yield outcomes from USPTO patents with 853,638 reactions. Predict the reaction yield, written as a fraction of the theoretical maximum amount of product (1.0 means a 100% yield; for example, 0.34 means a 34% yield). (1) The reactants are Cl[C:2]1[N:3]=[C:4]2[C:9](=[CH:10][CH:11]=1)[N:8]=[CH:7][C:6]1[CH:12]=[CH:13][C:14](=[O:26])[N:15]([C:16]3[CH:21]=[CH:20][CH:19]=[C:18]([C:22]([F:25])([F:24])[F:23])[CH:17]=3)[C:5]2=1.[CH3:27][O:28][C:29]1[C:34](OB(O)O)=[CH:33][CH:32]=[CH:31][N:30]=1.CC1(C)C(C)(C)OB(C2C=CC(N)=NC=2)O1. No catalyst specified. The product is [CH3:27][O:28][C:29]1[C:34]([C:2]2[N:3]=[C:4]3[C:9](=[CH:10][CH:11]=2)[N:8]=[CH:7][C:6]2[CH:12]=[CH:13][C:14](=[O:26])[N:15]([C:16]4[CH:21]=[CH:20][CH:19]=[C:18]([C:22]([F:23])([F:24])[F:25])[CH:17]=4)[C:5]3=2)=[CH:33][CH:32]=[CH:31][N:30]=1. The yield is 0.599. (2) The reactants are [F:1][C:2]1[CH:7]=[C:6]([I:8])[CH:5]=[CH:4][C:3]=1[CH:9]([OH:11])[CH3:10]. The catalyst is ClCCl.[O-2].[O-2].[Mn+4]. The product is [F:1][C:2]1[CH:7]=[C:6]([I:8])[CH:5]=[CH:4][C:3]=1[C:9](=[O:11])[CH3:10]. The yield is 0.910. (3) The reactants are [CH3:1][O:2][CH2:3][CH2:4][O:5][C:6]1[CH:7]=[C:8]2[C:12](=[CH:13][CH:14]=1)[NH:11][CH:10]=[CH:9]2.[CH2:15]=O.Cl.[CH3:18][NH:19][CH3:20]. The catalyst is C(O)(=O)C. The product is [CH3:1][O:2][CH2:3][CH2:4][O:5][C:6]1[CH:7]=[C:8]2[C:12](=[CH:13][CH:14]=1)[N:11]([CH2:18][N:19]([CH3:15])[CH3:20])[CH:10]=[CH:9]2. The yield is 0.900.